From a dataset of Forward reaction prediction with 1.9M reactions from USPTO patents (1976-2016). Predict the product of the given reaction. (1) Given the reactants [C:1]([O:5][C:6](=[O:12])[CH2:7][C@H:8]([NH2:11])[CH2:9][OH:10])([CH3:4])([CH3:3])[CH3:2].[CH2:13]([O:20][C:21]([N:23]1[C@H:28]([C:29](O)=[O:30])[C@@H:27]2[CH2:32][C@H:24]1[CH2:25][CH2:26]2)=[O:22])[C:14]1[CH:19]=[CH:18][CH:17]=[CH:16][CH:15]=1.O.ON1N=C2C=CC=CC2=N1.C(N(C(C)C)CC)(C)C.Cl.CN(C)CCCN=C=NCC, predict the reaction product. The product is: [CH2:13]([O:20][C:21]([N:23]1[C@H:28]([C:29](=[O:30])[NH:11][C@H:8]([CH2:9][OH:10])[CH2:7][C:6]([O:5][C:1]([CH3:4])([CH3:2])[CH3:3])=[O:12])[C@@H:27]2[CH2:32][C@H:24]1[CH2:25][CH2:26]2)=[O:22])[C:14]1[CH:19]=[CH:18][CH:17]=[CH:16][CH:15]=1. (2) Given the reactants Cl/[CH:2]=[CH:3]/[C:4]#[C:5][C:6]1[CH:15]=[CH:14][C:9]([C:10]([O:12][CH3:13])=[O:11])=[CH:8][CH:7]=1.[N:16]1[CH:21]=[CH:20][C:19](B(O)O)=[CH:18][CH:17]=1.[O-]P([O-])([O-])=O.[K+].[K+].[K+], predict the reaction product. The product is: [N:16]1[CH:21]=[CH:20][C:19](/[CH:2]=[CH:3]/[C:4]#[C:5][C:6]2[CH:15]=[CH:14][C:9]([C:10]([O:12][CH3:13])=[O:11])=[CH:8][CH:7]=2)=[CH:18][CH:17]=1.